Dataset: Full USPTO retrosynthesis dataset with 1.9M reactions from patents (1976-2016). Task: Predict the reactants needed to synthesize the given product. (1) Given the product [Cl:27][C:28]1[CH:33]=[CH:32][CH:31]=[CH:30][C:29]=1[N:34]1[CH:5]([C:6]2[CH:11]=[CH:10][C:9]([C:12]3[CH:17]=[CH:16][CH:15]=[C:14]([S:18][CH3:19])[CH:13]=3)=[CH:8][CH:7]=2)[CH2:4][C:3]([C:2]([F:25])([F:1])[C:21]([F:24])([F:23])[F:22])=[N:35]1, predict the reactants needed to synthesize it. The reactants are: [F:1][C:2]([F:25])([C:21]([F:24])([F:23])[F:22])[C:3](=O)[CH:4]=[CH:5][C:6]1[CH:11]=[CH:10][C:9]([C:12]2[CH:17]=[CH:16][CH:15]=[C:14]([S:18][CH3:19])[CH:13]=2)=[CH:8][CH:7]=1.Cl.[Cl:27][C:28]1[CH:33]=[CH:32][CH:31]=[CH:30][C:29]=1[NH:34][NH2:35].Cl. (2) Given the product [S:8]1[C:12]2[CH:13]=[CH:14][CH:15]=[CH:16][C:11]=2[N:10]=[C:9]1[S:17]([N:20]1[CH2:25][CH2:24][N:23]([C:48](=[O:49])[CH2:47][N:44]2[CH:45]=[CH:46][C:41]([NH:40][C:38]([O:37][CH2:27][C:28]3[CH:36]=[CH:35][C:34]4[O:33][CH2:32][O:31][C:30]=4[CH:29]=3)=[O:39])=[N:42][C:43]2=[O:51])[CH2:22][C:21]1=[O:26])(=[O:19])=[O:18], predict the reactants needed to synthesize it. The reactants are: FC(F)(F)C(O)=O.[S:8]1[C:12]2[CH:13]=[CH:14][CH:15]=[CH:16][C:11]=2[N:10]=[C:9]1[S:17]([N:20]1[CH2:25][CH2:24][NH:23][CH2:22][C:21]1=[O:26])(=[O:19])=[O:18].[CH2:27]([O:37][C:38]([NH:40][C:41]1[CH:46]=[CH:45][N:44]([CH2:47][C:48](O)=[O:49])[C:43](=[O:51])[N:42]=1)=[O:39])[C:28]1[CH:36]=[CH:35][C:34]2[O:33][CH2:32][O:31][C:30]=2[CH:29]=1.